Dataset: Full USPTO retrosynthesis dataset with 1.9M reactions from patents (1976-2016). Task: Predict the reactants needed to synthesize the given product. (1) Given the product [CH2:37]([C:33]1[CH:34]=[C:35]([CH3:36])[C:30]([N:27]2[CH2:26][CH2:25][N:24]([C:22]([C:11]3[CH:12]=[CH:13][C:14]([N:16]4[CH2:20][CH2:19][CH2:18][C:17]4=[O:21])=[CH:15][C:10]=3[C:9]([N:8]([CH3:6])[CH3:40])=[O:39])=[O:23])[CH2:29][CH2:28]2)=[N:31][CH:32]=1)[CH3:38], predict the reactants needed to synthesize it. The reactants are: C(O[C:6]([N:8]([C:40](OC(C)(C)C)=O)[C:9](=[O:39])[C:10]1[CH:15]=[C:14]([N:16]2[CH2:20][CH2:19][CH2:18][C:17]2=[O:21])[CH:13]=[CH:12][C:11]=1[C:22]([N:24]1[CH2:29][CH2:28][N:27]([C:30]2[C:35]([CH3:36])=[CH:34][C:33]([CH2:37][CH3:38])=[CH:32][N:31]=2)[CH2:26][CH2:25]1)=[O:23])=O)(C)(C)C. (2) The reactants are: [CH:1]1([CH2:4][N:5]2[CH2:10][CH2:9][CH2:8][C:7]([C:19]3[CH:24]=[CH:23][C:22](OS(C(F)(F)F)(=O)=O)=[CH:21][CH:20]=3)([C:11]3[CH:16]=[CH:15][CH:14]=[C:13]([O:17][CH3:18])[CH:12]=3)[CH2:6]2)[CH2:3][CH2:2]1.[S:33]1[CH:37]=[CH:36][CH:35]=[C:34]1B(O)O.C(=O)([O-])[O-].[Na+].[Na+]. Given the product [CH:1]1([CH2:4][N:5]2[CH2:10][CH2:9][CH2:8][C:7]([C:11]3[CH:16]=[CH:15][CH:14]=[C:13]([O:17][CH3:18])[CH:12]=3)([C:19]3[CH:24]=[CH:23][C:22]([C:34]4[S:33][CH:37]=[CH:36][CH:35]=4)=[CH:21][CH:20]=3)[CH2:6]2)[CH2:3][CH2:2]1, predict the reactants needed to synthesize it. (3) The reactants are: [OH-].[Na+].[C:3]([OH:8])(=[O:7])[C:4]([OH:6])=[O:5].[F:9][C:10]1[CH:11]=[C:12]([CH:48]=[CH:49][CH:50]=1)[CH2:13][O:14][C:15]1[CH:47]=[CH:46][C:18]([O:19][CH:20]2[CH2:25][CH2:24][N:23]([C:26]([O:28][C:29]3[CH:30]=[N:31][CH:32]=[C:33]([N:35]4[CH2:40][CH2:39][CH:38]([C:41]([O:43]CC)=[O:42])[CH2:37][CH2:36]4)[CH:34]=3)=[O:27])[CH2:22][CH2:21]2)=[CH:17][CH:16]=1.Cl. Given the product [C:3]([OH:8])(=[O:7])[C:4]([OH:6])=[O:5].[F:9][C:10]1[CH:11]=[C:12]([CH:48]=[CH:49][CH:50]=1)[CH2:13][O:14][C:15]1[CH:16]=[CH:17][C:18]([O:19][CH:20]2[CH2:25][CH2:24][N:23]([C:26]([O:28][C:29]3[CH:34]=[C:33]([N:35]4[CH2:40][CH2:39][CH:38]([C:41]([OH:43])=[O:42])[CH2:37][CH2:36]4)[CH:32]=[N:31][CH:30]=3)=[O:27])[CH2:22][CH2:21]2)=[CH:46][CH:47]=1, predict the reactants needed to synthesize it. (4) The reactants are: [CH3:1][O:2][C:3]1[CH:8]=[CH:7][C:6]([C:9]([NH:11][CH2:12][CH2:13][O:14][C:15]2[CH:20]=[CH:19][C:18]([CH2:21][CH:22]([O:28][C:29]3[CH:34]=[CH:33][CH:32]=[CH:31][CH:30]=3)[C:23]([O:25]CC)=[O:24])=[CH:17][CH:16]=2)=[O:10])=[CH:5][N:4]=1.[OH-].[Na+]. Given the product [CH3:1][O:2][C:3]1[CH:8]=[CH:7][C:6]([C:9]([NH:11][CH2:12][CH2:13][O:14][C:15]2[CH:20]=[CH:19][C:18]([CH2:21][CH:22]([O:28][C:29]3[CH:34]=[CH:33][CH:32]=[CH:31][CH:30]=3)[C:23]([OH:25])=[O:24])=[CH:17][CH:16]=2)=[O:10])=[CH:5][N:4]=1, predict the reactants needed to synthesize it. (5) Given the product [C:15]1([CH:14]([C:21]2[CH:26]=[CH:25][CH:24]=[CH:23][CH:22]=2)[CH2:13][NH:12][C:10]2[C:9]3[C:4](=[CH:5][CH:6]=[CH:7][CH:8]=3)[N:3]=[C:2]([C:35]3[CH:50]=[CH:49][C:38]4[N:39]([C:42]([O:44][C:45]([CH3:46])([CH3:47])[CH3:48])=[O:43])[CH:40]=[N:41][C:37]=4[CH:36]=3)[N:11]=2)[CH:20]=[CH:19][CH:18]=[CH:17][CH:16]=1, predict the reactants needed to synthesize it. The reactants are: Cl[C:2]1[N:11]=[C:10]([NH:12][CH2:13][CH:14]([C:21]2[CH:26]=[CH:25][CH:24]=[CH:23][CH:22]=2)[C:15]2[CH:20]=[CH:19][CH:18]=[CH:17][CH:16]=2)[C:9]2[C:4](=[CH:5][CH:6]=[CH:7][CH:8]=2)[N:3]=1.CC1(C)C(C)(C)OB([C:35]2[CH:50]=[CH:49][C:38]3[N:39]([C:42]([O:44][C:45]([CH3:48])([CH3:47])[CH3:46])=[O:43])[CH:40]=[N:41][C:37]=3[CH:36]=2)O1.C(NC1C2C(=CC=CC=2)N=C(C2SC3C=CC=CC=3C=2)N=1)(C1C=CC=CC=1)C1C=CC=CC=1. (6) Given the product [Cl:34][C:35]1[S:39][C:38]([C:40]([NH:43][C:44]2[CH:52]=[CH:51][CH:50]=[C:49]3[C:45]=2[CH2:46][N:47]([CH2:54][C:55]2[CH:60]=[CH:59][CH:58]=[C:57]([I:61])[CH:56]=2)[C:48]3=[O:53])=[O:42])=[CH:37][CH:36]=1, predict the reactants needed to synthesize it. The reactants are: F[P-](F)(F)(F)(F)F.N1(OC(N(C)C)=[N+](C)C)C2N=CC=CC=2N=N1.C(N(CC)C(C)C)(C)C.[Cl:34][C:35]1[S:39][C:38]([C:40]([OH:42])=O)=[CH:37][CH:36]=1.[NH2:43][C:44]1[CH:52]=[CH:51][CH:50]=[C:49]2[C:45]=1[CH2:46][N:47]([CH2:54][C:55]1[CH:60]=[CH:59][CH:58]=[C:57]([I:61])[CH:56]=1)[C:48]2=[O:53]. (7) Given the product [CH:1]1([N:4]([CH2:32][C:33]2[CH:34]=[C:35]([CH:45]=[C:46]([CH2:48][CH2:49][CH2:50][O:51][CH3:52])[CH:47]=2)[O:36][CH2:37][CH2:38][CH2:39][C:40]([OH:42])=[O:41])[C:5]([C@@H:7]2[C@@H:12]([C:13]3[CH:14]=[CH:15][C:16]([O:19][CH2:20][CH2:21][O:22][C:23]4[C:28]([Cl:29])=[CH:27][C:26]([CH3:30])=[CH:25][C:24]=4[Cl:31])=[CH:17][CH:18]=3)[CH2:11][CH2:10][NH:9][CH2:8]2)=[O:6])[CH2:2][CH2:3]1, predict the reactants needed to synthesize it. The reactants are: [CH:1]1([N:4]([CH2:32][C:33]2[CH:34]=[C:35]([CH:45]=[C:46]([CH2:48][CH2:49][CH2:50][O:51][CH3:52])[CH:47]=2)[O:36][CH2:37][CH2:38][CH2:39][C:40]([O:42]CC)=[O:41])[C:5]([C@@H:7]2[C@@H:12]([C:13]3[CH:18]=[CH:17][C:16]([O:19][CH2:20][CH2:21][O:22][C:23]4[C:28]([Cl:29])=[CH:27][C:26]([CH3:30])=[CH:25][C:24]=4[Cl:31])=[CH:15][CH:14]=3)[CH2:11][CH2:10][NH:9][CH2:8]2)=[O:6])[CH2:3][CH2:2]1.[Na]. (8) Given the product [NH2:29][C:27]1[N:26]([CH3:25])[C:30](=[O:33])[C:10]([C:9]2[CH:4]=[CH:3][C:2]([Br:1])=[C:7]([F:8])[CH:6]=2)([C:12]2[CH:16]=[C:15]([S:17]([CH3:20])(=[O:18])=[O:19])[N:14]([CH2:21][CH3:22])[CH:13]=2)[N:28]=1, predict the reactants needed to synthesize it. The reactants are: [Br:1][C:2]1[CH:3]=[C:4]([C:9](=O)[C:10]([C:12]2[CH:16]=[C:15]([S:17]([CH3:20])(=[O:19])=[O:18])[N:14]([CH2:21][CH3:22])[CH:13]=2)=O)C=[CH:6][C:7]=1[F:8].Cl.[CH3:25][NH:26][C:27]([NH2:29])=[NH:28].[C:30]([O-:33])([O-])=O.[Na+].[Na+]. (9) Given the product [CH:26]([NH:1][C:2]1[S:6][C:5]([CH:7]2[CH2:12][CH2:11][N:10]([C:13]([O:15][C:16]([CH3:17])([CH3:18])[CH3:19])=[O:14])[CH2:9][CH2:8]2)=[CH:4][C:3]=1[C:20]([O:22][CH3:23])=[O:21])([CH3:28])[CH3:27], predict the reactants needed to synthesize it. The reactants are: [NH2:1][C:2]1[S:6][C:5]([CH:7]2[CH2:12][CH2:11][N:10]([C:13]([O:15][C:16]([CH3:19])([CH3:18])[CH3:17])=[O:14])[CH2:9][CH2:8]2)=[CH:4][C:3]=1[C:20]([O:22][CH3:23])=[O:21].CO[C:26]([CH3:28])=[CH2:27].C(O)(=O)C.C(O[BH-](OC(=O)C)OC(=O)C)(=O)C.[Na+].C(=O)([O-])[O-].[Na+].[Na+].